Dataset: Full USPTO retrosynthesis dataset with 1.9M reactions from patents (1976-2016). Task: Predict the reactants needed to synthesize the given product. (1) Given the product [F:32][C:27]1[CH:28]=[CH:29][CH:30]=[CH:31][C:26]=1[CH2:25][O:1][C:2]1[CH:3]=[CH:4][C:5]([C:8]2[N:13]=[C:12]([C:14]([O:16][CH3:17])=[O:15])[CH:11]=[CH:10][CH:9]=2)=[CH:6][CH:7]=1, predict the reactants needed to synthesize it. The reactants are: [OH:1][C:2]1[CH:7]=[CH:6][C:5]([C:8]2[N:13]=[C:12]([C:14]([O:16][CH3:17])=[O:15])[CH:11]=[CH:10][CH:9]=2)=[CH:4][CH:3]=1.C([O-])([O-])=O.[K+].[K+].Br[CH2:25][C:26]1[CH:31]=[CH:30][CH:29]=[CH:28][C:27]=1[F:32]. (2) Given the product [CH3:1][CH2:2][N:3]([CH2:6][CH2:7][NH:8][C:9]([C:11]1[C:15]([CH3:16])=[C:14](/[CH:17]=[C:18]2/[C:19]3[CH:24]=[C:23]([F:25])[CH:22]=[CH:21][C:20]=3[NH:26][C:27]/2=[O:28])[NH:13][C:12]=1[CH3:29])=[O:10])[CH2:4][CH3:5].[C:30]([O-:33])(=[O:32])[CH3:31], predict the reactants needed to synthesize it. The reactants are: [CH3:1][CH2:2][N:3]([CH2:6][CH2:7][NH:8][C:9]([C:11]1[C:15]([CH3:16])=[C:14](/[CH:17]=[C:18]2/[C:19]3[CH:24]=[C:23]([F:25])[CH:22]=[CH:21][C:20]=3[NH:26][C:27]/2=[O:28])[NH:13][C:12]=1[CH3:29])=[O:10])[CH2:4][CH3:5].[C:30]([OH:33])(=[O:32])[CH3:31].C(O)C. (3) The reactants are: CO[C:3]1[CH:8]=[CH:7][CH:6]=[CH:5][C:4]=1[S:9][CH2:10][CH2:11][CH2:12][N:13]([C@H:29]1[CH2:34][CH2:33][C@H:32]([CH3:35])[CH2:31][CH2:30]1)[C:14](=[O:28])[NH:15][C:16]1[S:17][C:18]([S:21][C:22]([CH3:27])([CH3:26])[C:23]([OH:25])=[O:24])=[CH:19][N:20]=1.[F:36]C1C=CC(S)=CC=1.C(OC(=O)C(SC1SC(N)=NC=1)(C)C)C. Given the product [F:36][C:7]1[CH:6]=[CH:5][C:4]([S:9][CH2:10][CH2:11][CH2:12][N:13]([C@H:29]2[CH2:34][CH2:33][C@H:32]([CH3:35])[CH2:31][CH2:30]2)[C:14](=[O:28])[NH:15][C:16]2[S:17][C:18]([S:21][C:22]([CH3:27])([CH3:26])[C:23]([OH:25])=[O:24])=[CH:19][N:20]=2)=[CH:3][CH:8]=1, predict the reactants needed to synthesize it. (4) Given the product [Br:1][C:2]1[CH:31]=[CH:30][CH:29]=[CH:28][C:3]=1[O:4][C:5]1[CH:6]=[C:7]([NH:14][C:15]2[C:24]3[C:19](=[CH:20][CH:21]=[CH:22][CH:23]=3)[N:18]=[C:17]([C:25]([O:27][CH:32]([CH3:34])[CH3:33])=[O:26])[N:16]=2)[CH:8]=[C:9]([N+:11]([O-:13])=[O:12])[CH:10]=1, predict the reactants needed to synthesize it. The reactants are: [Br:1][C:2]1[CH:31]=[CH:30][CH:29]=[CH:28][C:3]=1[O:4][C:5]1[CH:6]=[C:7]([NH:14][C:15]2[C:24]3[C:19](=[CH:20][CH:21]=[CH:22][CH:23]=3)[N:18]=[C:17]([C:25]([OH:27])=[O:26])[N:16]=2)[CH:8]=[C:9]([N+:11]([O-:13])=[O:12])[CH:10]=1.[CH:32](O)([CH3:34])[CH3:33]. (5) Given the product [C:47]([O:51][C:52]1[CH:57]=[CH:56][C:55]([C:2]2[C:3]([Cl:19])=[CH:4][C:5]([NH:12][C:13]3[N:17]=[C:16]([NH2:18])[NH:15][N:14]=3)=[CH:6][C:7]=2[C:8]([F:11])([F:10])[F:9])=[CH:54][CH:53]=1)([CH3:50])([CH3:48])[CH3:49], predict the reactants needed to synthesize it. The reactants are: Br[C:2]1[C:7]([C:8]([F:11])([F:10])[F:9])=[CH:6][C:5]([NH:12][C:13]2[N:17]=[C:16]([NH2:18])[NH:15][N:14]=2)=[CH:4][C:3]=1[Cl:19].CN1C(C)(C)CC(SC2C=CC(B3OC(C)(C)C(C)(C)O3)=CC=2)CC1(C)C.[C:47]([O:51][C:52]1[CH:57]=[CH:56][C:55](B(O)O)=[CH:54][CH:53]=1)([CH3:50])([CH3:49])[CH3:48].C(=O)([O-])[O-].[K+].[K+]. (6) Given the product [Cl:5][C:6]1[N:7]=[C:8]([NH:28][CH2:25][CH2:26][CH3:27])[C:9]2[N:15]=[C:14]([Cl:16])[N:13]=[C:12]([NH:4][CH2:1][C:2]#[CH:3])[C:10]=2[N:11]=1, predict the reactants needed to synthesize it. The reactants are: [CH2:1]([NH2:4])[CH2:2][CH3:3].[Cl:5][C:6]1[N:7]=[C:8](Cl)[C:9]2[N:15]=[C:14]([Cl:16])[N:13]=[C:12](Cl)[C:10]=2[N:11]=1.C([O-])([O-])=O.[K+].[K+].[CH2:25]([NH2:28])[C:26]#[CH:27].